From a dataset of Full USPTO retrosynthesis dataset with 1.9M reactions from patents (1976-2016). Predict the reactants needed to synthesize the given product. Given the product [CH:1]([S:4]([C:7]1[CH:8]=[C:9]2[C:13](=[C:14]([O:16][CH2:17][CH2:18][C:19]3[CH:24]=[CH:23][CH:22]=[CH:21][N:20]=3)[CH:15]=1)[N:12]([CH2:25][O:26][CH3:27])[N:11]=[C:10]2[NH:28][C:30]1[CH:35]=[N:34][CH:33]=[CH:32][N:31]=1)(=[O:6])=[O:5])([CH3:2])[CH3:3], predict the reactants needed to synthesize it. The reactants are: [CH:1]([S:4]([C:7]1[CH:8]=[C:9]2[C:13](=[C:14]([O:16][CH2:17][CH2:18][C:19]3[CH:24]=[CH:23][CH:22]=[CH:21][N:20]=3)[CH:15]=1)[N:12]([CH2:25][O:26][CH3:27])[N:11]=[C:10]2[NH2:28])(=[O:6])=[O:5])([CH3:3])[CH3:2].Cl[C:30]1[CH:35]=[N:34][CH:33]=[CH:32][N:31]=1.C(=O)([O-])[O-].[Cs+].[Cs+].CC1(C)C2C=CC=C(P(C3C=CC=CC=3)C3C=CC=CC=3)C=2OC2C1=CC=CC=2P(C1C=CC=CC=1)C1C=CC=CC=1.